From a dataset of Catalyst prediction with 721,799 reactions and 888 catalyst types from USPTO. Predict which catalyst facilitates the given reaction. (1) Product: [CH3:14][C:13]1[O:12][C:11]([C:15]2[CH:20]=[CH:19][CH:18]=[CH:17][CH:16]=2)=[N:10][C:9]=1[CH2:8][O:7][C:6]1[CH:21]=[CH:22][C:3]([CH2:2][O:23][N:24]2[C:25](=[O:34])[C:26]3=[CH:33][CH:32]=[CH:31][CH:30]=[C:27]3[C:28]2=[O:29])=[CH:4][CH:5]=1. Reactant: Cl[CH2:2][C:3]1[CH:22]=[CH:21][C:6]([O:7][CH2:8][C:9]2[N:10]=[C:11]([C:15]3[CH:20]=[CH:19][CH:18]=[CH:17][CH:16]=3)[O:12][C:13]=2[CH3:14])=[CH:5][CH:4]=1.[OH:23][N:24]1[C:28](=[O:29])[C:27]2=[CH:30][CH:31]=[CH:32][CH:33]=[C:26]2[C:25]1=[O:34].C(=O)([O-])[O-].[K+].[K+].CN(C)C=O. The catalyst class is: 6. (2) Reactant: [OH:1][C:2]1[CH:9]=[C:8]([OH:10])[CH:7]=[CH:6][C:3]=1[CH:4]=[O:5].C1(P(C2C=CC=CC=2)C2C=CC=CC=2)C=CC=CC=1.[CH3:30][O:31][CH2:32][CH2:33]O.N(C(OCC)=O)=NC(OCC)=O. Product: [OH:1][C:2]1[CH:9]=[C:8]([O:10][CH2:33][CH2:32][O:31][CH3:30])[CH:7]=[CH:6][C:3]=1[CH:4]=[O:5]. The catalyst class is: 7. (3) Reactant: [CH2:1]([N:8]1[C:12]2[N:13]=[C:14]([C:23]([CH3:26])([CH3:25])[CH3:24])[N:15]=[C:16]([N:17]3[CH2:21][CH2:20][C@@H:19]([OH:22])[CH2:18]3)[C:11]=2[N:10]=[N:9]1)[C:2]1C=CC=CC=1.C(C1N=C(N2CC[C@@H](O)C2)C2N=NNC=2N=1)(C)(C)C.C(C1N=C(N2CCC(F)(F)C2)C2C(=NN(CC)N=2)N=1)(C)(C)C.ClC[C:70]1[N:74](C)[N:73]=[N:72][N:71]=1. Product: [C:23]([C:14]1[N:15]=[C:16]([N:17]2[CH2:21][CH2:20][C@@H:19]([OH:22])[CH2:18]2)[C:11]2[N:10]=[N:9][N:8]([CH2:1][C:2]3[N:71]([CH3:70])[N:72]=[N:73][N:74]=3)[C:12]=2[N:13]=1)([CH3:25])([CH3:26])[CH3:24]. The catalyst class is: 45. (4) Product: [O:9]=[C:2]([NH:27][CH2:26][CH2:25][CH2:24][C:20]1[CH:21]=[CH:22][CH:23]=[C:18]([O:17][CH2:16][C:10]2[CH:15]=[CH:14][CH:13]=[CH:12][CH:11]=2)[CH:19]=1)[CH2:3][CH2:4][C:5]([O:7][CH3:8])=[O:6]. The catalyst class is: 2. Reactant: Cl[C:2](=[O:9])[CH2:3][CH2:4][C:5]([O:7][CH3:8])=[O:6].[C:10]1([CH2:16][O:17][C:18]2[CH:19]=[C:20]([CH2:24][CH2:25][CH2:26][NH2:27])[CH:21]=[CH:22][CH:23]=2)[CH:15]=[CH:14][CH:13]=[CH:12][CH:11]=1.C(N(CC)CC)C. (5) Reactant: [NH:1]1[C:9]2[C:4](=[CH:5][CH:6]=[CH:7][CH:8]=2)[CH2:3][CH2:2]1.[CH:10](O)=[O:11].O. Product: [CH:10]([N:1]1[C:9]2[C:4](=[CH:5][CH:6]=[CH:7][CH:8]=2)[CH2:3][CH2:2]1)=[O:11]. The catalyst class is: 11. (6) Reactant: [H-].[H-].[H-].[H-].[Li+].[Al+3].C([O:9][C:10](=O)[CH2:11][C:12]1[CH:17]=[CH:16][C:15]([O:18][CH3:19])=[C:14]([Br:20])[CH:13]=1)C.[O-]S([O-])(=O)=O.[Na+].[Na+]. Product: [Br:20][C:14]1[CH:13]=[C:12]([CH2:11][CH2:10][OH:9])[CH:17]=[CH:16][C:15]=1[O:18][CH3:19]. The catalyst class is: 1.